This data is from Peptide-MHC class I binding affinity with 185,985 pairs from IEDB/IMGT. The task is: Regression. Given a peptide amino acid sequence and an MHC pseudo amino acid sequence, predict their binding affinity value. This is MHC class I binding data. (1) The peptide sequence is ELDEIGEDV. The MHC is HLA-A31:01 with pseudo-sequence HLA-A31:01. The binding affinity (normalized) is 0.0847. (2) The peptide sequence is GYTVARSQL. The MHC is HLA-A23:01 with pseudo-sequence HLA-A23:01. The binding affinity (normalized) is 0.432. (3) The binding affinity (normalized) is 0. The MHC is HLA-A33:01 with pseudo-sequence HLA-A33:01. The peptide sequence is FSGKEPISDY. (4) The peptide sequence is VVKKLSVIR. The MHC is HLA-A30:01 with pseudo-sequence HLA-A30:01. The binding affinity (normalized) is 0.141. (5) The peptide sequence is VMTSAQITM. The MHC is H-2-Db with pseudo-sequence H-2-Db. The binding affinity (normalized) is 0.761. (6) The peptide sequence is MMETQTSTWF. The MHC is Mamu-B01 with pseudo-sequence Mamu-B01. The binding affinity (normalized) is 0.0919.